Dataset: TCR-epitope binding with 47,182 pairs between 192 epitopes and 23,139 TCRs. Task: Binary Classification. Given a T-cell receptor sequence (or CDR3 region) and an epitope sequence, predict whether binding occurs between them. (1) The epitope is IVTDFSVIK. The TCR CDR3 sequence is CASSRTGTSYEQYF. Result: 1 (the TCR binds to the epitope). (2) The epitope is LPAADLDDF. The TCR CDR3 sequence is CASSQGGMNQPQHF. Result: 1 (the TCR binds to the epitope). (3) The epitope is KLWAQCVQL. The TCR CDR3 sequence is CASSSIGQGLGDEQFF. Result: 0 (the TCR does not bind to the epitope). (4) The epitope is VTIAEILLI. The TCR CDR3 sequence is CASSEAHAVYEQYF. Result: 0 (the TCR does not bind to the epitope). (5) The epitope is RLRAEAQVK. The TCR CDR3 sequence is CASRPPVRSDEQFF. Result: 1 (the TCR binds to the epitope). (6) The epitope is EHPTFTSQYRIQGKL. The TCR CDR3 sequence is CASSLVGTYEQYF. Result: 0 (the TCR does not bind to the epitope). (7) The epitope is YLKLTDNVYIK. The TCR CDR3 sequence is CASSFGQGEGYEQYF. Result: 0 (the TCR does not bind to the epitope). (8) The epitope is TLVPQEHYV. The TCR CDR3 sequence is CSVELGTGVAYEQYF. Result: 1 (the TCR binds to the epitope). (9) The epitope is FLASKIGRLV. The TCR CDR3 sequence is CASSTDRAAQPQHF. Result: 1 (the TCR binds to the epitope). (10) The epitope is LLWNGPMAV. The TCR CDR3 sequence is CASSAQGDSYEQYF. Result: 1 (the TCR binds to the epitope).